Dataset: Human liver microsome stability data. Task: Regression/Classification. Given a drug SMILES string, predict its absorption, distribution, metabolism, or excretion properties. Task type varies by dataset: regression for continuous measurements (e.g., permeability, clearance, half-life) or binary classification for categorical outcomes (e.g., BBB penetration, CYP inhibition). Dataset: hlm. (1) The molecule is C[C@@H]1C[C@H](N)CN(c2ccncc2NC(=O)c2csc(-c3c(F)cccc3F)n2)C1. The result is 0 (unstable in human liver microsomes). (2) The compound is Oc1c2ccc(Nc3ccc(OC(F)(F)F)cc3)cc2nc2cc(Cl)cc(Cl)c12. The result is 0 (unstable in human liver microsomes). (3) The result is 0 (unstable in human liver microsomes). The compound is CCCOC(=O)N1CCN(C(=O)c2ccc3c(Cl)cc(-c4ccccc4)nc3c2)CC1.